From a dataset of Peptide-MHC class II binding affinity with 134,281 pairs from IEDB. Regression. Given a peptide amino acid sequence and an MHC pseudo amino acid sequence, predict their binding affinity value. This is MHC class II binding data. (1) The binding affinity (normalized) is 0.620. The peptide sequence is YFVAILDYLNHMAKE. The MHC is DRB1_0802 with pseudo-sequence DRB1_0802. (2) The peptide sequence is FGQNTGAIAAAEARY. The MHC is DRB1_0301 with pseudo-sequence DRB1_0301. The binding affinity (normalized) is 0.127. (3) The peptide sequence is SRRSRRAIDLPTHEN. The MHC is DRB1_0801 with pseudo-sequence DRB1_0801. The binding affinity (normalized) is 0.228. (4) The peptide sequence is WDKFLANVSTVLTGK. The MHC is DRB1_0802 with pseudo-sequence DRB1_0802. The binding affinity (normalized) is 0.725. (5) The peptide sequence is PSAEFRRTAPPSLYG. The MHC is DRB3_0101 with pseudo-sequence DRB3_0101. The binding affinity (normalized) is 0.580. (6) The peptide sequence is LLNAKFFHMNIYECK. The MHC is DRB3_0202 with pseudo-sequence DRB3_0202. The binding affinity (normalized) is 0.681. (7) The peptide sequence is LHFSEALHIIAGTPE. The MHC is DRB1_0802 with pseudo-sequence DRB1_0802. The binding affinity (normalized) is 0.400. (8) The binding affinity (normalized) is 0.405. The peptide sequence is QGVYMGNLSQSQLAK. The MHC is DRB1_1302 with pseudo-sequence DRB1_1302. (9) The peptide sequence is VLVDEGRKVAIKGPL. The MHC is HLA-DQA10201-DQB10402 with pseudo-sequence HLA-DQA10201-DQB10402. The binding affinity (normalized) is 0.